Dataset: Full USPTO retrosynthesis dataset with 1.9M reactions from patents (1976-2016). Task: Predict the reactants needed to synthesize the given product. (1) The reactants are: [CH2:1]([C:3]1([CH2:22]C)[C:15]2[CH:14]=[C:13]([N+:16]([O-])=O)[CH:12]=[CH:11][C:10]=2[C:9]2[C:4]1=[CH:5][C:6]([N+:19]([O-])=O)=[CH:7][CH:8]=2)C.O.NN. Given the product [CH3:1][C:3]1([CH3:22])[C:4]2[CH:5]=[C:6]([NH2:19])[CH:7]=[CH:8][C:9]=2[C:10]2[C:15]1=[CH:14][C:13]([NH2:16])=[CH:12][CH:11]=2, predict the reactants needed to synthesize it. (2) Given the product [I:24][C:8]1[CH:7]=[C:6]([CH:11]([CH3:13])[CH3:12])[N:5]=[C:4]([CH:1]([CH3:3])[CH3:2])[C:9]=1[OH:10], predict the reactants needed to synthesize it. The reactants are: [CH:1]([C:4]1[C:9]([OH:10])=[CH:8][CH:7]=[C:6]([CH:11]([CH3:13])[CH3:12])[N:5]=1)([CH3:3])[CH3:2].C(=O)([O-])[O-].[Na+].[Na+].CS(C)=O.[I:24]I. (3) Given the product [C:1]12([C:11](=[O:23])[CH2:12][S:13]([CH2:15][C:16]3[CH:17]=[CH:18][C:19]([Cl:22])=[CH:20][CH:21]=3)(=[O:32])=[O:14])[CH2:8][CH:7]3[CH2:9][CH:3]([CH2:4][CH:5]([CH2:6]3)[CH2:10]1)[CH2:2]2, predict the reactants needed to synthesize it. The reactants are: [C:1]12([C:11](=[O:23])[CH2:12][S:13]([CH2:15][C:16]3[CH:21]=[CH:20][C:19]([Cl:22])=[CH:18][CH:17]=3)=[O:14])[CH2:10][CH:5]3[CH2:6][CH:7]([CH2:9][CH:3]([CH2:4]3)[CH2:2]1)[CH2:8]2.C1C=C(Cl)C=C(C(OO)=[O:32])C=1. (4) The reactants are: C[O:2][C:3](=[O:20])[C@H:4]([CH2:9][C:10]1([CH2:13][C:14]2[CH:19]=[CH:18][CH:17]=[CH:16][CH:15]=2)[CH2:12][CH2:11]1)[CH2:5][C:6]([OH:8])=O.C(NC(C)C)(C)C.[NH:28]1[CH2:33][CH2:32][O:31][CH2:30][CH2:29]1.C1CN([P+](ON2N=NC3C=CC=CC2=3)(N2CCCC2)N2CCCC2)CC1.F[P-](F)(F)(F)(F)F. Given the product [CH2:13]([C:10]1([CH2:9][C@H:4]([CH2:5][C:6]([N:28]2[CH2:33][CH2:32][O:31][CH2:30][CH2:29]2)=[O:8])[C:3]([OH:2])=[O:20])[CH2:12][CH2:11]1)[C:14]1[CH:19]=[CH:18][CH:17]=[CH:16][CH:15]=1, predict the reactants needed to synthesize it. (5) Given the product [Cl:1][C:2]1[C:7]([Cl:8])=[CH:6][CH:5]=[C:4]([F:9])[C:3]=1[CH:10]([O:12][C:13]1[C:14]([F:20])=[CH:15][C:16]2[N:17]=[C:22]([NH2:23])[S:21][C:18]=2[CH:19]=1)[CH3:11], predict the reactants needed to synthesize it. The reactants are: [Cl:1][C:2]1[C:7]([Cl:8])=[CH:6][CH:5]=[C:4]([F:9])[C:3]=1[CH:10]([O:12][C:13]1[CH:19]=[CH:18][C:16]([NH2:17])=[CH:15][C:14]=1[F:20])[CH3:11].[S-:21][C:22]#[N:23].[K+].BrBr. (6) Given the product [CH2:1]([O:8][C:9]1[CH:17]=[CH:16][CH:15]=[CH:14][C:10]=1[C:11]([Cl:20])=[O:12])[C:2]1[CH:7]=[CH:6][CH:5]=[CH:4][CH:3]=1, predict the reactants needed to synthesize it. The reactants are: [CH2:1]([O:8][C:9]1[CH:17]=[CH:16][CH:15]=[CH:14][C:10]=1[C:11](O)=[O:12])[C:2]1[CH:7]=[CH:6][CH:5]=[CH:4][CH:3]=1.O=S(Cl)[Cl:20]. (7) Given the product [Br:1][C:2]1[C:3]([N:24]2[CH2:28][CH2:27][C@@H:26]([OH:29])[CH2:25]2)=[N:4][CH:5]=[C:6]([CH:22]=1)[C:7]([NH:9][C:10]1[CH:15]=[CH:14][C:13]([O:16][C:17]([F:20])([F:19])[F:18])=[C:12]([F:21])[CH:11]=1)=[O:8], predict the reactants needed to synthesize it. The reactants are: [Br:1][C:2]1[C:3](Cl)=[N:4][CH:5]=[C:6]([CH:22]=1)[C:7]([NH:9][C:10]1[CH:15]=[CH:14][C:13]([O:16][C:17]([F:20])([F:19])[F:18])=[C:12]([F:21])[CH:11]=1)=[O:8].[NH:24]1[CH2:28][CH2:27][C@@H:26]([OH:29])[CH2:25]1. (8) Given the product [ClH:1].[Cl:1][C:2]1[C:14]([CH2:15][N:16]2[CH2:20][CH2:19][CH2:18][CH2:17]2)=[CH:13][CH:12]=[CH:11][C:3]=1[O:4][C@H:5]1[CH2:8][C@H:7]([CH2:9][N:10]([CH3:21])[C:34]([C:33]2[C:29]([CH3:28])=[N:30][O:31][C:32]=2[CH3:37])=[O:35])[CH2:6]1, predict the reactants needed to synthesize it. The reactants are: [Cl:1][C:2]1[C:14]([CH2:15][N:16]2[CH2:20][CH2:19][CH2:18][CH2:17]2)=[CH:13][CH:12]=[CH:11][C:3]=1[O:4][C@H:5]1[CH2:8][C@H:7]([CH2:9][NH2:10])[CH2:6]1.[CH2:21](N(CC)CC)C.[CH3:28][C:29]1[C:33]([C:34](Cl)=[O:35])=[C:32]([CH3:37])[O:31][N:30]=1.C([O-])([O-])=O.[K+].[K+].